From a dataset of Reaction yield outcomes from USPTO patents with 853,638 reactions. Predict the reaction yield, written as a fraction of the theoretical maximum amount of product (1.0 means a 100% yield; for example, 0.34 means a 34% yield). (1) The reactants are [CH2:1]([N:8]([CH2:16][CH2:17][OH:18])[C:9]([CH2:11][O:12][C:13](=[O:15])[CH3:14])=[O:10])[C:2]1[CH:7]=[CH:6][CH:5]=[CH:4][CH:3]=1.CS(C)=O.C(N(CC)C(C)C)(C)C. The catalyst is C(OCC)(=O)C. The product is [CH2:1]([N:8]([CH2:16][CH:17]=[O:18])[C:9]([CH2:11][O:12][C:13](=[O:15])[CH3:14])=[O:10])[C:2]1[CH:3]=[CH:4][CH:5]=[CH:6][CH:7]=1. The yield is 0.570. (2) The reactants are [OH:1][CH2:2][C:3]1([C:6]([O:8][CH2:9][CH3:10])=[O:7])[CH2:5][CH2:4]1.ClN1C(=O)N(Cl)C(=O)N(Cl)C1=O.CC1(C)N([O])C(C)(C)CCC1. The catalyst is C(Cl)Cl. The product is [CH:2]([C:3]1([C:6]([O:8][CH2:9][CH3:10])=[O:7])[CH2:5][CH2:4]1)=[O:1]. The yield is 0.760. (3) The reactants are [Cl:1][C:2]1[CH:3]=[C:4]([CH:8]=[C:9]([O:11][CH3:12])[N:10]=1)[C:5]([OH:7])=O.[C:13](N1C=CN=C1)(N1C=CN=C1)=O.CNOC.C[Mg]I. No catalyst specified. The product is [Cl:1][C:2]1[CH:3]=[C:4]([C:5](=[O:7])[CH3:13])[CH:8]=[C:9]([O:11][CH3:12])[N:10]=1. The yield is 0.850. (4) The reactants are [S:1]([OH:5])([CH3:4])(=[O:3])=[O:2].[CH:6]([O:9][C:10]1[CH:17]=[CH:16][C:13]([CH:14]=[O:15])=[CH:12][N:11]=1)([CH3:8])[CH3:7].[CH2:18](O)[CH2:19][CH:20]=[CH2:21].C([O-])(O)=O.[Na+]. The catalyst is C(Cl)Cl. The product is [CH3:4][S:1]([O:5][CH:19]1[CH2:20][CH2:21][O:15][CH:14]([C:13]2[CH:12]=[N:11][C:10]([O:9][CH:6]([CH3:8])[CH3:7])=[CH:17][CH:16]=2)[CH2:18]1)(=[O:3])=[O:2]. The yield is 0.820.